The task is: Predict the reactants needed to synthesize the given product.. This data is from Full USPTO retrosynthesis dataset with 1.9M reactions from patents (1976-2016). (1) Given the product [CH:48]1([N:13]([CH2:12][C:11]2[CH:51]=[C:52]([CH2:54][CH2:55][CH2:56][O:57][CH3:58])[CH:53]=[C:9]([OH:8])[CH:10]=2)[C:14]([C@@H:16]2[C@@H:21]([C:22]3[CH:23]=[CH:24][C:25]([O:28][CH2:29][CH2:30][O:31][C:32]4[C:37]([Cl:38])=[CH:36][C:35]([CH3:39])=[CH:34][C:33]=4[Cl:40])=[CH:26][CH:27]=3)[CH2:20][CH2:19][N:18]([C:41]([O:43][C:44]([CH3:47])([CH3:46])[CH3:45])=[O:42])[CH2:17]2)=[O:15])[CH2:50][CH2:49]1, predict the reactants needed to synthesize it. The reactants are: [Si]([O:8][C:9]1[CH:10]=[C:11]([CH:51]=[C:52]([CH2:54][CH2:55][CH2:56][O:57][CH3:58])[CH:53]=1)[CH2:12][N:13]([CH:48]1[CH2:50][CH2:49]1)[C:14]([C@@H:16]1[C@@H:21]([C:22]2[CH:27]=[CH:26][C:25]([O:28][CH2:29][CH2:30][O:31][C:32]3[C:37]([Cl:38])=[CH:36][C:35]([CH3:39])=[CH:34][C:33]=3[Cl:40])=[CH:24][CH:23]=2)[CH2:20][CH2:19][N:18]([C:41]([O:43][C:44]([CH3:47])([CH3:46])[CH3:45])=[O:42])[CH2:17]1)=[O:15])(C(C)(C)C)(C)C.[F-].C([N+](CCCC)(CCCC)CCCC)CCC. (2) The reactants are: Br[C:2]1[CH:3]=[C:4]([CH2:7][O:8][C:9]2[CH:14]=[CH:13][C:12]3[C:15]4([CH2:30][O:31][C:11]=3[CH:10]=2)[CH2:20][CH2:19][N:18]([CH2:21][CH2:22][C:23]([O:25][C:26]([CH3:29])([CH3:28])[CH3:27])=[O:24])[CH2:17][CH2:16]4)[S:5][CH:6]=1.O.[O-]P([O-])([O-])=O.[K+].[K+].[K+].[C:41]1([CH3:47])[CH:46]=[CH:45]C=CC=1. Given the product [CH:46]1([CH2:45][C:2]2[CH:3]=[C:4]([CH2:7][O:8][C:9]3[CH:14]=[CH:13][C:12]4[C:15]5([CH2:30][O:31][C:11]=4[CH:10]=3)[CH2:20][CH2:19][N:18]([CH2:21][CH2:22][C:23]([O:25][C:26]([CH3:28])([CH3:29])[CH3:27])=[O:24])[CH2:17][CH2:16]5)[S:5][CH:6]=2)[CH2:41][CH2:47]1, predict the reactants needed to synthesize it. (3) The reactants are: [CH3:1][N:2]([C:15]1[CH:20]=[CH:19][N:18]=[C:17](S(C)=O)[N:16]=1)[C:3]1[N:4]=[N:5][CH:6]=[C:7]([C:9]2[CH:14]=[CH:13][CH:12]=[CH:11][CH:10]=2)[CH:8]=1.[NH2:24][CH:25]([CH3:35])[CH2:26][C:27]1[CH:28]=[C:29]([CH2:33][OH:34])[CH:30]=[CH:31][CH:32]=1. Given the product [CH3:1][N:2]([C:3]1[N:4]=[N:5][CH:6]=[C:7]([C:9]2[CH:14]=[CH:13][CH:12]=[CH:11][CH:10]=2)[CH:8]=1)[C:15]1[CH:20]=[CH:19][N:18]=[C:17]([NH:24][CH:25]([CH3:35])[CH2:26][C:27]2[CH:28]=[C:29]([CH2:33][OH:34])[CH:30]=[CH:31][CH:32]=2)[N:16]=1, predict the reactants needed to synthesize it.